From a dataset of Reaction yield outcomes from USPTO patents with 853,638 reactions. Predict the reaction yield, written as a fraction of the theoretical maximum amount of product (1.0 means a 100% yield; for example, 0.34 means a 34% yield). (1) The reactants are [O:1]1[C:6]2[CH:7]=[CH:8][C:9]([C:11]3[C:16]([F:17])=[CH:15][CH:14]=[C:13]([C:18]([F:21])([F:20])[F:19])[C:12]=3[C:22](=[O:27])[C:23]([O:25][CH3:26])=[O:24])=[CH:10][C:5]=2[CH2:4][CH2:3][CH2:2]1.[BH4-].[Na+].O. The catalyst is COCCOC. The product is [O:1]1[C:6]2[CH:7]=[CH:8][C:9]([C:11]3[C:16]([F:17])=[CH:15][CH:14]=[C:13]([C:18]([F:19])([F:20])[F:21])[C:12]=3[CH:22]([OH:27])[C:23]([O:25][CH3:26])=[O:24])=[CH:10][C:5]=2[CH2:4][CH2:3][CH2:2]1. The yield is 0.830. (2) The reactants are Br[C:2]1[S:6][C:5]([C:7]2[N:12]([CH2:13][C:14]3[CH:19]=[CH:18][C:17]([F:20])=[CH:16][C:15]=3[F:21])[C:11](=[O:22])[C:10]([C:23]#[N:24])=[C:9]([C:25]([F:28])([F:27])[F:26])[CH:8]=2)=[CH:4][CH:3]=1.[CH3:29][S:30][C:31]1[CH:36]=[CH:35][C:34](B2OC(C)(C)C(C)(C)O2)=[CH:33][N:32]=1.C(=O)([O-])[O-].[K+].[K+]. The catalyst is C1C=CC([P]([Pd]([P](C2C=CC=CC=2)(C2C=CC=CC=2)C2C=CC=CC=2)([P](C2C=CC=CC=2)(C2C=CC=CC=2)C2C=CC=CC=2)[P](C2C=CC=CC=2)(C2C=CC=CC=2)C2C=CC=CC=2)(C2C=CC=CC=2)C2C=CC=CC=2)=CC=1.COCCOC.O. The product is [F:21][C:15]1[CH:16]=[C:17]([F:20])[CH:18]=[CH:19][C:14]=1[CH2:13][N:12]1[C:7]([C:5]2[S:6][C:2]([C:34]3[CH:33]=[N:32][C:31]([S:30][CH3:29])=[CH:36][CH:35]=3)=[CH:3][CH:4]=2)=[CH:8][C:9]([C:25]([F:28])([F:27])[F:26])=[C:10]([C:23]#[N:24])[C:11]1=[O:22]. The yield is 0.930. (3) The reactants are Br[C:2]1[CH:11]=[N:10][C:9]2[N:8]([CH2:12][C:13]3[CH:18]=[CH:17][C:16]([O:19][CH3:20])=[CH:15][CH:14]=3)[C:7](=[O:21])[N:6]3[N:22]=[CH:23][N:24]=[C:5]3[C:4]=2[CH:3]=1.[CH3:25][C:26]1[CH:27]=[CH:28][C:29](=[O:32])[NH:30][N:31]=1.N[C@@H]1CCCC[C@H]1N.C(=O)([O-])[O-].[Cs+].[Cs+]. The catalyst is [Cu]I.O1CCOCC1. The product is [CH3:20][O:19][C:16]1[CH:17]=[CH:18][C:13]([CH2:12][N:8]2[C:9]3[N:10]=[CH:11][C:2]([N:30]4[C:29](=[O:32])[CH:28]=[CH:27][C:26]([CH3:25])=[N:31]4)=[CH:3][C:4]=3[C:5]3=[N:24][CH:23]=[N:22][N:6]3[C:7]2=[O:21])=[CH:14][CH:15]=1. The yield is 0.110. (4) The reactants are I[C:2]1[CH:7]=[CH:6][C:5]([O:8][CH2:9][CH:10]2[CH2:12][CH2:11]2)=[CH:4][CH:3]=1.C([Li])CCC.[B:18](OC)([O:21]C)[O:19]C. The catalyst is O1CCCC1. The product is [CH:10]1([CH2:9][O:8][C:5]2[CH:6]=[CH:7][C:2]([B:18]([OH:21])[OH:19])=[CH:3][CH:4]=2)[CH2:12][CH2:11]1. The yield is 0.710. (5) The reactants are [Mg].Br[CH2:3][CH2:4][CH2:5][C:6]1[CH:11]=[CH:10][CH:9]=[CH:8][CH:7]=1.[CH2:12]([SiH:15](Cl)Cl)[CH:13]=[CH2:14].[Na+].[Cl-]. The catalyst is C(OCC)C. The product is [CH2:12]([SiH:15]([CH2:3][CH2:4][CH2:5][C:6]1[CH:11]=[CH:10][CH:9]=[CH:8][CH:7]=1)[CH2:3][CH2:4][CH2:5][C:6]1[CH:11]=[CH:10][CH:9]=[CH:8][CH:7]=1)[CH:13]=[CH2:14]. The yield is 0.860. (6) The reactants are [CH3:1][C:2]1[N:3]=[C:4]([C:9]2[CH:14]=[CH:13][C:12]([C:15]([F:18])([F:17])[F:16])=[CH:11][CH:10]=2)[O:5][C:6]=1[CH2:7][OH:8].C(Cl)Cl.CC(OI1(OC(C)=O)(OC(C)=O)OC(=O)C2C=CC=CC1=2)=O. The catalyst is C(=O)([O-])O.[Na+]. The product is [CH3:1][C:2]1[N:3]=[C:4]([C:9]2[CH:10]=[CH:11][C:12]([C:15]([F:18])([F:16])[F:17])=[CH:13][CH:14]=2)[O:5][C:6]=1[CH:7]=[O:8]. The yield is 0.890. (7) The reactants are [C@@H:1]1([N:10]2C=CC(N)=NC2=O)[O:9][C@H:6]([CH2:7]O)[C@@H:4](O)[C@H:2]1O.[C:18](OC(=O)C1C=CC=CC=1)(=O)[C:19]1C=CC=CC=1. The catalyst is CN(C=O)C. The product is [C:1]([NH2:10])(=[O:9])[C:2]1[CH:4]=[CH:6][CH:7]=[CH:19][CH:18]=1. The yield is 0.983. (8) The reactants are [CH3:1][O:2][C:3](=[O:12])[CH2:4][C:5]1[CH:10]=[CH:9][CH:8]=[C:7]([OH:11])[CH:6]=1.[OH:13][C@@H:14]([CH3:28])[CH2:15][CH2:16]OS(C1C=CC(C)=CC=1)(=O)=O.C([O-])([O-])=O.[Cs+].[Cs+]. The catalyst is CN(C=O)C.CCCCCC. The product is [CH3:1][O:2][C:3](=[O:12])[CH2:4][C:5]1[CH:10]=[CH:9][CH:8]=[C:7]([O:11][CH2:16][CH2:15][C@@H:14]([OH:13])[CH3:28])[CH:6]=1. The yield is 0.440. (9) The reactants are [CH3:1][OH:2].[H-].[Na+].Br[C:6]1[CH:31]=[N:30][C:9]2[N:10]=[C:11]([N:17]3[CH2:20][CH:19]([N:21]([CH3:29])[C:22](=[O:28])[O:23][C:24]([CH3:27])([CH3:26])[CH3:25])[CH2:18]3)[C:12]3[N:13]([CH:14]=[N:15][N:16]=3)[C:8]=2[CH:7]=1. The catalyst is CN(C=O)C.[Cu]I. The product is [CH3:1][O:2][C:6]1[CH:31]=[N:30][C:9]2[N:10]=[C:11]([N:17]3[CH2:20][CH:19]([N:21]([CH3:29])[C:22](=[O:28])[O:23][C:24]([CH3:27])([CH3:26])[CH3:25])[CH2:18]3)[C:12]3[N:13]([CH:14]=[N:15][N:16]=3)[C:8]=2[CH:7]=1. The yield is 0.550.